Dataset: Catalyst prediction with 721,799 reactions and 888 catalyst types from USPTO. Task: Predict which catalyst facilitates the given reaction. (1) Product: [C:11]([N:13]1[C:21]2[C:16](=[CH:17][CH:18]=[CH:19][CH:20]=2)[C:15]([OH:22])=[C:14]1[CH:4]=[C:5]([C:6]#[N:7])[C:8]#[N:9])(=[O:12])[CH3:10]. The catalyst class is: 6. Reactant: C(O[CH:4]=[C:5]([C:8]#[N:9])[C:6]#[N:7])C.[CH3:10][C:11]([N:13]1[C:21]2[C:16](=[CH:17][CH:18]=[CH:19][CH:20]=2)[C:15]([OH:22])=[CH:14]1)=[O:12].C(N(CC)CC)C. (2) Reactant: [CH2:1]([CH:3]1[CH2:16][C:15]2[S:14][C:13]3[C:8](=[CH:9][CH:10]=[C:11]([O:17]C)[CH:12]=3)[C:7](=[O:19])[C:6]=2[CH2:5][CH2:4]1)[CH3:2].Br. Product: [CH2:1]([CH:3]1[CH2:16][C:15]2[S:14][C:13]3[C:8](=[CH:9][CH:10]=[C:11]([OH:17])[CH:12]=3)[C:7](=[O:19])[C:6]=2[CH2:5][CH2:4]1)[CH3:2]. The catalyst class is: 15. (3) Reactant: Br[C:2]1[C:7]([CH3:8])=[CH:6][C:5]([Cl:9])=[CH:4][C:3]=1[CH3:10].[C:11](=O)=[O:12].CC(C)=O.C([Li])CCC.CN(C=O)C. Product: [Cl:9][C:5]1[CH:6]=[C:7]([CH3:8])[C:2]([CH:11]=[O:12])=[C:3]([CH3:10])[CH:4]=1. The catalyst class is: 1. (4) Reactant: [Cl:1][C:2]([Cl:11])([Cl:10])[C:3]([C:5]1[NH:6][CH:7]=[CH:8][CH:9]=1)=[O:4].[Br:12]Br. Product: [Br:12][C:8]1[CH:9]=[C:5]([C:3](=[O:4])[C:2]([Cl:1])([Cl:10])[Cl:11])[NH:6][CH:7]=1. The catalyst class is: 146. (5) Reactant: [CH2:1]([NH:5][C:6](=[O:37])[C@H:7]([CH3:36])[CH2:8][C@H:9]([OH:35])[C@@H:10]([NH:22][C:23](=[O:34])[C@H:24]([CH3:33])[CH2:25][S:26]([CH2:29][CH2:30][CH:31]=[CH2:32])(=[O:28])=[O:27])[CH2:11][C:12]1[CH:17]=[CH:16][CH:15]=[C:14]([O:18][CH2:19]C=C)[CH:13]=1)[CH2:2][CH2:3][CH3:4]. Product: [CH2:1]([NH:5][C:6](=[O:37])[C@H:7]([CH3:36])[CH2:8][C@H:9]([OH:35])[C@@H:10]1[CH2:11][C:12]2[CH:13]=[C:14]([CH:15]=[CH:16][CH:17]=2)[O:18][CH2:19][CH2:32][CH2:31][CH2:30][CH2:29][S:26](=[O:27])(=[O:28])[CH2:25][C@@H:24]([CH3:33])[C:23](=[O:34])[NH:22]1)[CH2:2][CH2:3][CH3:4]. The catalyst class is: 4. (6) Reactant: [Br:1][C:2]1[CH:15]=[CH:14][CH:13]=[CH:12][C:3]=1[CH2:4][CH2:5][S:6][CH2:7][C:8]([O:10][CH3:11])=[O:9].[Cl:16]N1C(=O)CCC1=O. Product: [CH3:11][O:10][C:8](=[O:9])[CH:7]([S:6][CH2:5][CH2:4][C:3]1[CH:12]=[CH:13][CH:14]=[CH:15][C:2]=1[Br:1])[Cl:16]. The catalyst class is: 53. (7) Reactant: [Cl:1][C:2]1[CH:3]=[C:4]([C:8]2[CH2:9][CH2:10][CH2:11][N:12]=2)[CH:5]=[CH:6][CH:7]=1.[Li]CCCC.CCCCCC.Br[C:25]1[CH:26]=[C:27]([CH:30]2[O:34][CH2:33][CH2:32][O:31]2)[S:28][CH:29]=1. Product: [Cl:1][C:2]1[CH:3]=[C:4]([C:8]2([C:25]3[CH:26]=[C:27]([CH:30]4[O:34][CH2:33][CH2:32][O:31]4)[S:28][CH:29]=3)[CH2:9][CH2:10][CH2:11][NH:12]2)[CH:5]=[CH:6][CH:7]=1. The catalyst class is: 1. (8) Reactant: [CH3:1][O:2][CH2:3][CH2:4][CH:5]1[CH2:10][N:9](C(C2C=CC=CC=2)(C2C=CC=CC=2)C2C=CC=CC=2)[CH2:8][CH2:7][N:6]1[CH3:30].Cl. Product: [CH3:1][O:2][CH2:3][CH2:4][CH:5]1[CH2:10][NH:9][CH2:8][CH2:7][N:6]1[CH3:30]. The catalyst class is: 8. (9) Reactant: [Si]([O:8][C@@H:9]1[C:18]2[C:13](=[CH:14][C:15](CN3CCC(F)CC3)=[CH:16][CH:17]=2)[O:12][CH2:11][CH2:10]1)(C(C)(C)C)(C)C.CCCC[N+:31]([CH2:40][CH2:41][CH2:42][CH3:43])([CH2:36]CCC)[CH2:32]CCC.[F-:44]. Product: [F:44][CH:42]1[CH2:43][CH2:36][N:31]([CH2:32][CH:11]2[CH2:10][CH:9]([OH:8])[C:18]3[C:13](=[CH:14][CH:15]=[CH:16][CH:17]=3)[O:12]2)[CH2:40][CH2:41]1. The catalyst class is: 20.